This data is from NCI-60 drug combinations with 297,098 pairs across 59 cell lines. The task is: Regression. Given two drug SMILES strings and cell line genomic features, predict the synergy score measuring deviation from expected non-interaction effect. Drug 1: CC1=C2C(C(=O)C3(C(CC4C(C3C(C(C2(C)C)(CC1OC(=O)C(C(C5=CC=CC=C5)NC(=O)OC(C)(C)C)O)O)OC(=O)C6=CC=CC=C6)(CO4)OC(=O)C)O)C)O. Drug 2: CC1=C(C(=O)C2=C(C1=O)N3CC4C(C3(C2COC(=O)N)OC)N4)N. Cell line: TK-10. Synergy scores: CSS=14.7, Synergy_ZIP=-5.11, Synergy_Bliss=-0.616, Synergy_Loewe=-1.28, Synergy_HSA=0.924.